Task: Predict the reactants needed to synthesize the given product.. Dataset: Full USPTO retrosynthesis dataset with 1.9M reactions from patents (1976-2016) (1) Given the product [ClH:25].[CH3:16][O:15][C:13]1[CH:14]=[C:9]([CH:10]=[C:11]([O:23][CH3:24])[C:12]=1[O:17][CH2:18][C:19]([F:20])([F:21])[F:22])[NH2:8], predict the reactants needed to synthesize it. The reactants are: C(OC([NH:8][C:9]1[CH:14]=[C:13]([O:15][CH3:16])[C:12]([O:17][CH2:18][C:19]([F:22])([F:21])[F:20])=[C:11]([O:23][CH3:24])[CH:10]=1)=O)(C)(C)C.[ClH:25].CO. (2) Given the product [ClH:17].[ClH:17].[CH3:1][S:2]([CH2:5][CH2:6][CH2:7][CH:8]1[CH2:13][CH2:12][NH:11][CH2:10][CH2:9]1)(=[O:4])=[O:3], predict the reactants needed to synthesize it. The reactants are: [CH3:1][S:2]([CH2:5][CH2:6][CH2:7][C:8]1[CH:13]=[CH:12][N:11]=[CH:10][CH:9]=1)(=[O:4])=[O:3].C(O)C.[ClH:17].